This data is from Full USPTO retrosynthesis dataset with 1.9M reactions from patents (1976-2016). The task is: Predict the reactants needed to synthesize the given product. (1) Given the product [N+:12]([C:15]1[CH:21]=[C:20]([O:22][CH3:23])[CH:19]=[CH:18][C:16]=1[NH:17][C:2]1[CH:7]=[CH:6][CH:5]=[CH:4][C:3]=1[CH2:8][C:9]([OH:11])=[O:10])([O-:14])=[O:13], predict the reactants needed to synthesize it. The reactants are: Br[C:2]1[CH:7]=[CH:6][CH:5]=[CH:4][C:3]=1[CH2:8][C:9]([OH:11])=[O:10].[N+:12]([C:15]1[CH:21]=[C:20]([O:22][CH3:23])[CH:19]=[CH:18][C:16]=1[NH2:17])([O-:14])=[O:13]. (2) Given the product [Cl:13][C:11]1[C:12]2[N:4]([CH2:42][CH:43]([OH:44])[CH2:45][OH:36])[CH:5]=[C:6]([C:14]([C:20]3[CH:21]=[C:22]4[C:26](=[CH:27][CH:28]=3)[N:25]([C:29]3[CH:34]=[CH:33][C:32]([F:35])=[CH:31][CH:30]=3)[N:24]=[CH:23]4)([OH:19])[C:15]([F:18])([F:16])[F:17])[C:7]=2[N:8]=[CH:9][N:10]=1, predict the reactants needed to synthesize it. The reactants are: C([N:4]1[C:12]2[C:11]([Cl:13])=[N:10][CH:9]=[N:8][C:7]=2[C:6]([C:14]([C:20]2[CH:21]=[C:22]3[C:26](=[CH:27][CH:28]=2)[N:25]([C:29]2[CH:34]=[CH:33][C:32]([F:35])=[CH:31][CH:30]=2)[N:24]=[CH:23]3)([OH:19])[C:15]([F:18])([F:17])[F:16])=[CH:5]1)C=C.[O-:36][Mn](=O)(=O)=O.[K+].[CH3:42][C:43]([CH3:45])=[O:44].